The task is: Binary Classification. Given a miRNA mature sequence and a target amino acid sequence, predict their likelihood of interaction.. This data is from Experimentally validated miRNA-target interactions with 360,000+ pairs, plus equal number of negative samples. (1) The miRNA is mmu-miR-297c-3p with sequence UAUACAUACACACAUACCCAUA. The protein sequence of the target gene is MIKAILIFNNHGKPRLSKFYQPYSEDTQQQIIRETFHLVSKRDENVCNFLEGGLLIGGSDNKLIYRHYATLYFVFCVDSSESELGILDLIQVFVETLDKCFENVCELDLIFHVDKVHNILAEMVMGGMVLETNMNEIVTQIDAQNKLEKSEAGLAGAPARAVSAVKNMNLPEIPRNINIGDISIKVPNLPSFK. Result: 0 (no interaction). (2) The miRNA is hsa-miR-4786-3p with sequence UGAAGCCAGCUCUGGUCUGGGC. The protein sequence of the target gene is MRAGRCAAALLLLLLSGAGRAIGSEDIVVGCGGFVKSDVEINYSLIEIKLYTKHGTLKYQTDCAPNNGYFMIPLYDKGDFILKIEPPLGWSFEPTNVELRVDGVSDICTKGGDINFLFTGFSVNGKVLSKGQPLGPAGVQVSLRSTGADSKIQSTVTQPGGKFAFFKVLPGDYEILATHPTWALKEASTTVRVTNSNANAAGPLIVAGYNVSGSVRSDGEPMKGVKFLLFSSLVNKEDVLGCNVSPVSGFQPPDESLVYLCYAVSKEDGSFSFYSLPSGGYTVVPFYRGERITFDVAPSR.... Result: 0 (no interaction). (3) The miRNA is hsa-miR-3689a-3p with sequence CUGGGAGGUGUGAUAUCGUGGU. The protein sequence of the target gene is MEAGGLPLELWRMILAYLHLPDLGRCSLVCRAWYELILSLDSTRWRQLCLGCTECRHPNWPNQPDVEPESWREAFKQHYLASKTWTKNALDLESSICFSLFRRRRERRTLSVGPGREFDSLGSALAMASLYDRIVLFPGVYEEQGEIILKVPVEIVGQGKLGEVALLASIDQHCSTTRLCNLVFTPAWFSPIMYKTTSGHVQFDNCNFENGHIQVHGPGTCQVKFCTFKNTHIFLHNVPLCVLENCEFVGSENNSVTVEGHPSADKNWAYKYLLGLIKSSPTFLPTEDSDFLMSLDLESR.... Result: 0 (no interaction). (4) Result: 0 (no interaction). The protein sequence of the target gene is MVKLDIHTLAHHLKQERLYVSSEKQLIQRLNADVLKTAEKLYRTAWIAKQQRINLDRLIITSAEASPAECCQHAKILEDTQFVDGYKQLGFQETAYGEFLSRLRENPRLIASSLVAGEKLNQENTQSVIYTVFTSLYGNCIMQEDESYLLQVLRYLIEFELKESDNPRRLLRRGTCAFSILFKLFSEGLFSAKLFLTATLHEPIMQLLVEDEDHLETDPNKLIERFSPAQQEKLFGEKGSDRFRQKVQEMVDSNEAKLVALVNKFIGYLKQNTYCFPHSLRWIVSQMYKTLSCVDRLEVG.... The miRNA is hsa-miR-3153 with sequence GGGGAAAGCGAGUAGGGACAUUU. (5) The miRNA is hsa-miR-6818-3p with sequence UUGUCUCUUGUUCCUCACACAG. The protein sequence of the target gene is MAVDIQYSYSSMAPSLRRERFTFKISPKLSKPLRPCIQLGSKDEASGMVAPAVQEKKVKKRVSFADNQGLALTMVKVFSEFDDPLDIPFNITELLDNIVSLTTAESESFVLDFPQPSADYLDFRNRLQTNHVCLENCVLKDKAIAGTVKVQNLAFEKVVKIRMTFDTWKSFTDFPCQYVKDTYAGSDRDTFSFDISLPEKIQSYERMEFAVCYECNGQAYWDSNKGKNYRITRAELRSSPGKIEPYNGPDFGISFDQFGSPRCSFGLFPEWPSYLGYEKLGPYY. Result: 0 (no interaction). (6) The miRNA is hsa-miR-619-5p with sequence GCUGGGAUUACAGGCAUGAGCC. The protein sequence of the target gene is MSTMHLLTFALLFSCSFARAACDPKIVNIGAVLSTRKHEQMFREAVNQANKRHGSWKIQLNATSVTHKPNAIQMALSVCEDLISSQVYAILVSHPPTPNDHFTPTPVSYTAGFYRIPVLGLTTRMSIYSDKSIHLSFLRTVPPYSHQSSVWFEMMRVYNWNHIILLVSDDHEGRAAQKRLETLLEERESKAEKVLQFDPGTKNVTALLMEARDLEARVIILSASEDDAATVYRAAAMLNMTGSGYVWLVGEREISGNALRYAPDGIIGLQLINGKNESAHISDAVGVVAQAVHELLEKEN.... Result: 0 (no interaction). (7) The miRNA is mmu-miR-3093-5p with sequence CGCACCCCGCGGAGCUCACACU. The protein sequence of the target gene is MKTPVELAVSGMQTLGLQHRCRGGYRVKARTSYVDETLFGSPAGTRPTPPDFDPPWVEKANRTRGVGKEASKALGAKGSCETTPSRGSTPTLTPRKKNKYRPISHTPSYCDESLFGSRSEGASFGAPRMAKGDAAKLRALLWTPPPTPRGSHSPRPREAPLRAIHPAGPSKTEPGPAADSQKLSMGGLHSSRPLKRGLSHSLTHLNVPSTGHPATSAPHTNGPQDLRPSTSGVTFRSPLVTSRARSVSISVPSTPRRGGATQKPKPPWK. Result: 0 (no interaction). (8) The miRNA is mmu-miR-24-3p with sequence UGGCUCAGUUCAGCAGGAACAG. The protein sequence of the target gene is MATLKDQLIVNLLKEEQAPQNKITVVGVGAVGMACAISILMKDLADELALVDVMEDKLKGEMMDLQHGSLFLKTPKIVSSKDYCVTANSKLVIITAGARQQEGESRLNLVQRNVNIFKFIIPNIVKYSPHCKLLIVSNPVDILTYVAWKISGFPKNRVIGSGCNLDSARFRYLMGERLGVHALSCHGWVLGEHGDSSVPVWSGVNVAGVSLKSLNPELGTDADKEQWKEVHKQVVDSAYEVIKLKGYTSWAIGLSVADLAESIMKNLRRVHPISTMIKGLYGINEDVFLSVPCILGQNGI.... Result: 1 (interaction). (9) The miRNA is hsa-miR-8085 with sequence UGGGAGAGAGGACUGUGAGGC. The protein sequence of the target gene is MDDAGGLGGSGGFRPGVDSLDEPPNSRIFLVISKHTSELVLRERFSPFGDIQDIWVVRDKHTKESKGVAFVKFARSSQACRAMEEMHGQCLGPSDTKPIKVFIAQSRSSGSHRDVEDEELTRIFVMIPKSYTEEDLREKFKVYGDIEYCSIIKNKVTGESKGLGYVRYLKPSQAAQAIENCDRSFRALLAEPKNKVSGSPEQDDYSSGRQEALGQEPRANLFPFVGEQQSEFSTFDKNDSRGQEAVSKRLSVVSRVPFTEEQLFSIFDIVPGLEYCEVPRDPYSNYGHGVVQYFNVASAI.... Result: 0 (no interaction).